This data is from Peptide-MHC class I binding affinity with 185,985 pairs from IEDB/IMGT. The task is: Regression. Given a peptide amino acid sequence and an MHC pseudo amino acid sequence, predict their binding affinity value. This is MHC class I binding data. (1) The peptide sequence is VEMGIKNGP. The MHC is HLA-A11:01 with pseudo-sequence HLA-A11:01. The binding affinity (normalized) is 0.0847. (2) The peptide sequence is KAIENAEAL. The MHC is H-2-Db with pseudo-sequence H-2-Db. The binding affinity (normalized) is 0.763. (3) The binding affinity (normalized) is 0.517. The MHC is H-2-Db with pseudo-sequence H-2-Db. The peptide sequence is GMALFLEEM. (4) The peptide sequence is REPWDEWVVEV. The MHC is Mamu-A01 with pseudo-sequence Mamu-A01. The binding affinity (normalized) is 0. (5) The peptide sequence is FLLTRILTI. The MHC is Patr-A0701 with pseudo-sequence Patr-A0701. The binding affinity (normalized) is 0.0704. (6) The peptide sequence is NPANKEESI. The MHC is HLA-A23:01 with pseudo-sequence HLA-A23:01. The binding affinity (normalized) is 0.0847. (7) The peptide sequence is TILATLNTL. The MHC is HLA-A02:03 with pseudo-sequence HLA-A02:03. The binding affinity (normalized) is 0.675.